From a dataset of P-glycoprotein inhibition data for predicting drug efflux from Broccatelli et al.. Regression/Classification. Given a drug SMILES string, predict its absorption, distribution, metabolism, or excretion properties. Task type varies by dataset: regression for continuous measurements (e.g., permeability, clearance, half-life) or binary classification for categorical outcomes (e.g., BBB penetration, CYP inhibition). Dataset: pgp_broccatelli. The molecule is COc1cccc(CCc2ccccc2OCCN2CCc3ccccc3C2)c1. The result is 1 (inhibitor).